This data is from Forward reaction prediction with 1.9M reactions from USPTO patents (1976-2016). The task is: Predict the product of the given reaction. (1) Given the reactants [NH2:1][C:2]1[CH:3]=[CH:4][C:5]([O:8][C:9]2[CH:18]=[CH:17][C:12]([C:13]([O:15][CH3:16])=[O:14])=[CH:11][C:10]=2[F:19])=[N:6][CH:7]=1.[F:20][C:21]([F:31])([F:30])[C:22]1[CH:29]=[CH:28][C:25]([CH:26]=O)=[CH:24][CH:23]=1, predict the reaction product. The product is: [F:19][C:10]1[CH:11]=[C:12]([CH:17]=[CH:18][C:9]=1[O:8][C:5]1[CH:4]=[CH:3][C:2]([N:1]=[CH:26][C:25]2[CH:24]=[CH:23][C:22]([C:21]([F:20])([F:30])[F:31])=[CH:29][CH:28]=2)=[CH:7][N:6]=1)[C:13]([O:15][CH3:16])=[O:14]. (2) Given the reactants [CH2:1]([N:8]1[C:16]2[C:11](=[CH:12][CH:13]=[CH:14][CH:15]=2)[C:10]([O:17][C:18]2[CH:26]=[CH:25][CH:24]=[CH:23][C:19]=2[C:20](O)=[O:21])=[N:9]1)[C:2]1[CH:7]=[CH:6][CH:5]=[CH:4][CH:3]=1.[NH2:27][CH:28]([CH2:31][CH2:32][CH3:33])[CH2:29][OH:30], predict the reaction product. The product is: [CH2:1]([N:8]1[C:16]2[C:11](=[CH:12][CH:13]=[CH:14][CH:15]=2)[C:10]([O:17][C:18]2[CH:26]=[CH:25][CH:24]=[CH:23][C:19]=2[C:20]([NH:27][CH:28]([CH2:29][OH:30])[CH2:31][CH2:32][CH3:33])=[O:21])=[N:9]1)[C:2]1[CH:3]=[CH:4][CH:5]=[CH:6][CH:7]=1. (3) Given the reactants [Cl:1][C:2]1[C:7]([F:8])=[CH:6][CH:5]=[C:4]([Cl:9])[C:3]=1[C@H:10]([O:12][C:13]1[C:14]2[O:22][CH:21]=[C:20]([C:23]3[CH2:24][CH2:25][NH:26][CH2:27][CH:28]=3)[C:15]=2[CH:16]=[N:17][C:18]=1[NH2:19])[CH3:11].[S:29](N)([NH2:32])(=[O:31])=[O:30], predict the reaction product. The product is: [NH2:19][C:18]1[N:17]=[CH:16][C:15]2[C:20]([C:23]3[CH2:24][CH2:25][N:26]([S:29]([NH2:32])(=[O:31])=[O:30])[CH2:27][CH:28]=3)=[CH:21][O:22][C:14]=2[C:13]=1[O:12][C@@H:10]([C:3]1[C:4]([Cl:9])=[CH:5][CH:6]=[C:7]([F:8])[C:2]=1[Cl:1])[CH3:11]. (4) Given the reactants [NH:1]1[CH2:6][CH2:5][O:4][CH:3]([C:7](=[O:9])[CH3:8])[CH2:2]1.C(N(CC)CC)C.[C:17](Cl)(=[O:26])[O:18][CH2:19][C:20]1[CH:25]=[CH:24][CH:23]=[CH:22][CH:21]=1, predict the reaction product. The product is: [C:7]([CH:3]1[O:4][CH2:5][CH2:6][N:1]([C:17]([O:18][CH2:19][C:20]2[CH:25]=[CH:24][CH:23]=[CH:22][CH:21]=2)=[O:26])[CH2:2]1)(=[O:9])[CH3:8]. (5) Given the reactants Cl[C:2]1[CH:7]=[CH:6][N:5]=[C:4]([NH:8][CH:9]2[CH2:14][C:13]([CH3:16])([CH3:15])[NH:12][C:11]([CH3:18])([CH3:17])[CH2:10]2)[N:3]=1.C([Si](C)(C)[O:24][CH:25]([C:40]1[S:41][CH:42]=[CH:43][CH:44]=1)[C:26]([F:39])([F:38])[C:27]([O:30][Si](C(C)(C)C)(C)C)([CH3:29])[CH3:28])(C)(C)C.CCCC[N+](CCCC)(CCCC)CCCC.[F-], predict the reaction product. The product is: [F:39][C:26]([F:38])([C:27]([CH3:28])([OH:30])[CH3:29])[CH:25]([C:40]1[S:41][C:42]([C:2]2[CH:7]=[CH:6][N:5]=[C:4]([NH:8][CH:9]3[CH2:14][C:13]([CH3:16])([CH3:15])[NH:12][C:11]([CH3:18])([CH3:17])[CH2:10]3)[N:3]=2)=[CH:43][CH:44]=1)[OH:24].